This data is from Full USPTO retrosynthesis dataset with 1.9M reactions from patents (1976-2016). The task is: Predict the reactants needed to synthesize the given product. (1) Given the product [CH2:1]([O:3][C:4]1[CH:9]=[C:8]([CH:10]=[O:11])[CH:7]=[CH:6][C:5]=1[C:12]1[CH:17]=[CH:16][C:15]([C:18]([F:19])([F:20])[F:21])=[CH:14][CH:13]=1)[CH3:2], predict the reactants needed to synthesize it. The reactants are: [CH2:1]([O:3][C:4]1[CH:9]=[C:8]([CH2:10][OH:11])[CH:7]=[CH:6][C:5]=1[C:12]1[CH:17]=[CH:16][C:15]([C:18]([F:21])([F:20])[F:19])=[CH:14][CH:13]=1)[CH3:2]. (2) The reactants are: [Cl:1][C:2]1[C:3]([CH:31]=O)=[C:4]([C:27]([F:30])([F:29])[F:28])[CH:5]=[C:6]2[C:11]=1[NH:10][C:9](=[O:12])[N:8]([CH2:13][C:14]1[CH:19]=[C:18]([Cl:20])[CH:17]=[CH:16][C:15]=1[S:21]([CH2:24][CH3:25])(=[O:23])=[O:22])[C:7]2=[O:26].[C:33]([O:37][C:38](=[O:48])[N:39]([CH3:47])[CH2:40][C@H:41]1[CH2:46][CH2:45][CH2:44][NH:43][CH2:42]1)([CH3:36])([CH3:35])[CH3:34]. Given the product [C:33]([O:37][C:38](=[O:48])[N:39]([CH2:40][C@H:41]1[CH2:46][CH2:45][CH2:44][N:43]([CH2:31][C:3]2[C:2]([Cl:1])=[C:11]3[C:6]([C:7](=[O:26])[N:8]([CH2:13][C:14]4[CH:19]=[C:18]([Cl:20])[CH:17]=[CH:16][C:15]=4[S:21]([CH2:24][CH3:25])(=[O:22])=[O:23])[C:9](=[O:12])[NH:10]3)=[CH:5][C:4]=2[C:27]([F:30])([F:28])[F:29])[CH2:42]1)[CH3:47])([CH3:36])([CH3:34])[CH3:35], predict the reactants needed to synthesize it. (3) Given the product [Cl:1][C:2]1[CH:7]=[CH:6][C:5]([CH:8]([C:26]2[CH:31]=[CH:30][C:29]([Cl:32])=[CH:28][CH:27]=2)[N:9]2[CH2:12][CH:11]([C@@H:13]([C:18]3[CH:23]=[C:22]([F:24])[CH:21]=[C:20]([F:25])[CH:19]=3)[C:14]([F:46])([CH3:17])[CH3:15])[CH2:10]2)=[CH:4][CH:3]=1, predict the reactants needed to synthesize it. The reactants are: [Cl:1][C:2]1[CH:7]=[CH:6][C:5]([CH:8]([C:26]2[CH:31]=[CH:30][C:29]([Cl:32])=[CH:28][CH:27]=2)[N:9]2[CH2:12][CH:11]([CH:13]([C:18]3[CH:23]=[C:22]([F:24])[CH:21]=[C:20]([F:25])[CH:19]=3)[C:14]([CH3:17])(O)[CH3:15])[CH2:10]2)=[CH:4][CH:3]=1.[OH-].[Na+].C([O-])(O)=O.[Na+].N1C=CC=CC=1.[FH:46]. (4) Given the product [CH3:15][N:16]1[CH2:20][CH2:19][C@@H:18]([O:21][C:2]2[C:3]([C:11]([F:14])([F:13])[F:12])=[CH:4][CH:5]=[C:6]([N+:8]([O-:10])=[O:9])[CH:7]=2)[CH2:17]1, predict the reactants needed to synthesize it. The reactants are: F[C:2]1[CH:7]=[C:6]([N+:8]([O-:10])=[O:9])[CH:5]=[CH:4][C:3]=1[C:11]([F:14])([F:13])[F:12].[CH3:15][N:16]1[CH2:20][CH2:19][C@@H:18]([OH:21])[CH2:17]1.[H-].[Na+].